This data is from Full USPTO retrosynthesis dataset with 1.9M reactions from patents (1976-2016). The task is: Predict the reactants needed to synthesize the given product. (1) Given the product [Br:23][C:2]1[NH:1][C:9]2[C:4]([C:3]=1[CH2:10][C:11]([O:13][CH2:14][CH3:15])=[O:12])=[CH:5][CH:6]=[CH:7][CH:8]=2, predict the reactants needed to synthesize it. The reactants are: [NH:1]1[C:9]2[C:4](=[CH:5][CH:6]=[CH:7][CH:8]=2)[C:3]([CH2:10][C:11]([O:13][CH2:14][CH3:15])=[O:12])=[CH:2]1.C1C(=O)N([Br:23])C(=O)C1. (2) The reactants are: Cl[CH2:2][C:3]1[N:4]=[CH:5][S:6][CH:7]=1.[Cl:8][C:9]1[CH:10]=[C:11]([NH:16][C:17]2[C:26]3[C:21](=[CH:22][CH:23]=[CH:24][C:25]=3[O:27][CH2:28][C@H:29]([N:31]([CH3:36])[C:32](=[O:35])[CH2:33][OH:34])[CH3:30])[N:20]=[CH:19][N:18]=2)[CH:12]=[CH:13][C:14]=1[OH:15]. Given the product [Cl:8][C:9]1[CH:10]=[C:11]([NH:16][C:17]2[C:26]3[C:21](=[CH:22][CH:23]=[CH:24][C:25]=3[O:27][CH2:28][C@H:29]([N:31]([CH3:36])[C:32](=[O:35])[CH2:33][OH:34])[CH3:30])[N:20]=[CH:19][N:18]=2)[CH:12]=[CH:13][C:14]=1[O:15][CH2:2][C:3]1[N:4]=[CH:5][S:6][CH:7]=1, predict the reactants needed to synthesize it. (3) Given the product [CH:27]1([NH:31][C:2]2[C:3]3[N:4]([C:9]([C:12]([NH:14][C:15]4[CH:20]=[CH:19][N:18]=[CH:17][C:16]=4[F:21])=[O:13])=[CH:10][N:11]=3)[N:5]=[C:6]([NH:32][C@H:33]3[CH2:38][CH2:37][C@H:36]([OH:39])[CH2:35][CH2:34]3)[CH:7]=2)[CH2:30][CH2:29][CH2:28]1, predict the reactants needed to synthesize it. The reactants are: Br[C:2]1[C:3]2[N:4]([C:9]([C:12]([NH:14][C:15]3[CH:20]=[CH:19][N:18]=[CH:17][C:16]=3[F:21])=[O:13])=[CH:10][N:11]=2)[N:5]=[C:6](Cl)[CH:7]=1.C1COCC1.[CH:27]1([NH2:31])[CH2:30][CH2:29][CH2:28]1.[NH2:32][C@H:33]1[CH2:38][CH2:37][C@H:36]([OH:39])[CH2:35][CH2:34]1. (4) Given the product [CH3:4][C:5]1[O:12][C:11]2[CH:10]=[C:9]([C:13]([O:15][CH3:16])=[O:14])[NH:8][C:7]=2[CH:6]=1, predict the reactants needed to synthesize it. The reactants are: CN([CH2:4][C:5]1[O:12][C:11]2[CH:10]=[C:9]([C:13]([O:15][CH3:16])=[O:14])[NH:8][C:7]=2[CH:6]=1)C.CI.[BH4-].[Na+].Cl.CC1CCCCC1.C. (5) Given the product [NH2:1][C:2]1[CH:18]=[CH:17][C:5]([O:6][C:7]2[CH:12]=[CH:11][N:10]=[C:9]([NH:13][CH2:14][CH2:15][O:16][Si:29]([C:26]([CH3:28])([CH3:27])[CH3:25])([CH3:31])[CH3:30])[CH:8]=2)=[CH:4][C:3]=1[F:19], predict the reactants needed to synthesize it. The reactants are: [NH2:1][C:2]1[CH:18]=[CH:17][C:5]([O:6][C:7]2[CH:12]=[CH:11][N:10]=[C:9]([NH:13][CH2:14][CH2:15][OH:16])[CH:8]=2)=[CH:4][C:3]=1[F:19].N1C=CN=C1.[CH3:25][C:26]([Si:29](Cl)([CH3:31])[CH3:30])([CH3:28])[CH3:27]. (6) Given the product [CH2:20]([N:22]([CH2:23][CH3:24])[C:14](=[O:16])[C:13]1[CH:12]=[CH:11][C:10]([CH2:9][C:8]([C:5]2[CH:4]=[CH:3][C:2]([F:1])=[CH:7][CH:6]=2)=[O:19])=[CH:18][CH:17]=1)[CH3:21], predict the reactants needed to synthesize it. The reactants are: [F:1][C:2]1[CH:7]=[CH:6][C:5]([C:8](=[O:19])[CH2:9][C:10]2[CH:18]=[CH:17][C:13]([C:14]([OH:16])=O)=[CH:12][CH:11]=2)=[CH:4][CH:3]=1.[CH2:20]([NH:22][CH2:23][CH3:24])[CH3:21].O=C1N(P(Cl)(N2CCOC2=O)=O)CCO1.Cl. (7) Given the product [CH2:1]([O:3][C:4](=[O:16])[CH2:5][N:6]1[CH2:12][C:11]([CH3:13])=[CH:10][CH2:9][CH:8]([NH:14][C:30]([C:20]2[C:29]3[C:24](=[CH:25][CH:26]=[CH:27][CH:28]=3)[CH:23]=[CH:22][N:21]=2)=[O:31])[C:7]1=[O:15])[CH3:2], predict the reactants needed to synthesize it. The reactants are: [CH2:1]([O:3][C:4](=[O:16])[CH2:5][N:6]1[CH2:12][C:11]([CH3:13])=[CH:10][CH2:9][CH:8]([NH2:14])[C:7]1=[O:15])[CH3:2].C(Cl)Cl.[C:20]1([C:30](O)=[O:31])[C:29]2[C:24](=[CH:25][CH:26]=[CH:27][CH:28]=2)[CH:23]=[CH:22][N:21]=1.ON1C2C=CC=CC=2N=N1.